The task is: Predict the product of the given reaction.. This data is from Forward reaction prediction with 1.9M reactions from USPTO patents (1976-2016). (1) Given the reactants C([O:3][C:4]([C:6]1[N:7]([CH2:25][CH3:26])[C:8]2[C:13]([CH:14]=1)=[CH:12][C:11]([O:15][C:16]1[S:17][C:18]3[CH:24]=[CH:23][CH:22]=[CH:21][C:19]=3[N:20]=1)=[CH:10][CH:9]=2)=O)C.[H-].[H-].[H-].[H-].[Li+].[Al+3].O, predict the reaction product. The product is: [S:17]1[C:18]2[CH:24]=[CH:23][CH:22]=[CH:21][C:19]=2[N:20]=[C:16]1[O:15][C:11]1[CH:12]=[C:13]2[C:8](=[CH:9][CH:10]=1)[N:7]([CH2:25][CH3:26])[C:6]([CH2:4][OH:3])=[CH:14]2. (2) Given the reactants [OH:1][C:2]1([CH2:15][CH:16]=O)[CH2:14][CH2:13][C:5]2([O:10][CH2:9][C:8]([CH3:12])([CH3:11])[CH2:7][O:6]2)[CH2:4][CH2:3]1.[C@@H:18]1([NH2:27])[C:26]2[C:21](=[CH:22][CH:23]=[CH:24][CH:25]=2)[CH2:20][CH2:19]1, predict the reaction product. The product is: [C@@H:18]1([NH:27][CH2:16][CH2:15][C:2]2([OH:1])[CH2:3][CH2:4][C:5]3([O:10][CH2:9][C:8]([CH3:12])([CH3:11])[CH2:7][O:6]3)[CH2:13][CH2:14]2)[C:26]2[C:21](=[CH:22][CH:23]=[CH:24][CH:25]=2)[CH2:20][CH2:19]1. (3) Given the reactants CI.[CH2:3]([O:10][C:11](=[O:26])[CH2:12][CH2:13][C@H:14]([NH:18][C:19]([O:21][C:22]([CH3:25])([CH3:24])[CH3:23])=[O:20])[C:15]([OH:17])=[O:16])[C:4]1[CH:9]=[CH:8][CH:7]=[CH:6][CH:5]=1.[C:27]([O-])([O-])=O.[K+].[K+].CCOC(C)=O, predict the reaction product. The product is: [C:22]([O:21][C:19]([NH:18][C@@H:14]([CH2:13][CH2:12][C:11]([O:10][CH2:3][C:4]1[CH:9]=[CH:8][CH:7]=[CH:6][CH:5]=1)=[O:26])[C:15]([O:17][CH3:27])=[O:16])=[O:20])([CH3:23])([CH3:25])[CH3:24]. (4) Given the reactants [NH2:1][C:2]1[N:3]=[C:4]([CH3:22])[C:5]2=[C:6]([CH2:8][C@H:9]([C:14]3[CH:19]=[CH:18][C:17]([F:20])=[CH:16][C:15]=3[Br:21])[NH:10]/[C:11]/2=[N:12]\[OH:13])[N:7]=1.C([O-])([O-])=O.[Cs+].[Cs+].Br[CH:30]1[CH2:34][CH2:33][O:32][C:31]1=[O:35], predict the reaction product. The product is: [NH2:1][C:2]1[N:3]=[C:4]([CH3:22])[C:5]2=[C:6]([CH2:8][C@H:9]([C:14]3[CH:19]=[CH:18][C:17]([F:20])=[CH:16][C:15]=3[Br:21])[NH:10]/[C:11]/2=[N:12]\[O:13][CH:30]2[CH2:34][CH2:33][O:32][C:31]2=[O:35])[N:7]=1. (5) Given the reactants [C:1]1([CH2:7][C:8]([O:10][CH2:11][CH3:12])=[O:9])[CH:6]=[CH:5][CH:4]=[CH:3][CH:2]=1.[Li+].[CH3:14]C([N-]C(C)C)C.CI.[Br:23][CH2:24][CH2:25][CH2:26]Br.[NH4+].[Cl-], predict the reaction product. The product is: [Br:23][CH2:24][CH2:25][CH2:26][C:7]([CH3:14])([C:1]1[CH:6]=[CH:5][CH:4]=[CH:3][CH:2]=1)[C:8]([O:10][CH2:11][CH3:12])=[O:9]. (6) Given the reactants [CH3:1][C:2]([CH3:40])([O:5][C:6]1[CH:11]=[CH:10][C:9]([N:12]2[C:17](=[O:18])[C:16]([CH2:19][C:20]3[CH:25]=[CH:24][C:23]([C:26]4[C:27]([C:32]#[N:33])=[CH:28][CH:29]=[CH:30][CH:31]=4)=[CH:22][CH:21]=3)=[C:15]([CH2:34][CH2:35][CH3:36])[N:14]3[N:37]=[CH:38][N:39]=[C:13]23)=[CH:8][CH:7]=1)[CH:3]=[O:4].[CH3:41][Mg]Br.C(OCC)(=O)C.[Cl-].[NH4+], predict the reaction product. The product is: [OH:4][CH:3]([CH3:41])[C:2]([CH3:1])([CH3:40])[O:5][C:6]1[CH:11]=[CH:10][C:9]([N:12]2[C:17](=[O:18])[C:16]([CH2:19][C:20]3[CH:25]=[CH:24][C:23]([C:26]4[C:27]([C:32]#[N:33])=[CH:28][CH:29]=[CH:30][CH:31]=4)=[CH:22][CH:21]=3)=[C:15]([CH2:34][CH2:35][CH3:36])[N:14]3[N:37]=[CH:38][N:39]=[C:13]23)=[CH:8][CH:7]=1. (7) Given the reactants [C:1]([CH:4]([CH2:9][CH2:10][CH2:11][CH2:12][CH2:13][CH3:14])[C:5]([O:7]C)=O)(=[O:3])[CH3:2].C(C(CCCCCC)C(O)=O)(=O)C.ON1C2C=CC=CC=2N=N1.CN1CCOCC1.Cl.CN(C)CCCN=C=NCC.[NH2:57][CH:58]([C:60]1[C:61](=[O:77])[NH:62][C:63]([CH2:66][C:67]2[CH:72]=[CH:71][C:70]([O:73][CH3:74])=[C:69]([O:75][CH3:76])[CH:68]=2)=[N:64][N:65]=1)[CH3:59], predict the reaction product. The product is: [C:1]([CH:4]([CH2:9][CH2:10][CH2:11][CH2:12][CH2:13][CH3:14])[C:5]([NH:57][CH:58]([C:60]1[C:61](=[O:77])[NH:62][C:63]([CH2:66][C:67]2[CH:72]=[CH:71][C:70]([O:73][CH3:74])=[C:69]([O:75][CH3:76])[CH:68]=2)=[N:64][N:65]=1)[CH3:59])=[O:7])(=[O:3])[CH3:2].